Dataset: Forward reaction prediction with 1.9M reactions from USPTO patents (1976-2016). Task: Predict the product of the given reaction. (1) Given the reactants C([O-])(O)=O.[Na+].C([O-])(=O)C.[C:10]([C:12]1[CH:17]=[CH:16][C:15]([N:18]2[C:22]([C:23]3[CH:24]=[C:25]([C:41]([NH:43][CH2:44][CH2:45][CH2:46][N+:47]([CH3:50])([CH3:49])[CH3:48])=[O:42])[C:26](=[O:40])[N:27]([C:30]4[CH:35]=[CH:34][CH:33]=[C:32]([C:36]([F:39])([F:38])[F:37])[CH:31]=4)[C:28]=3[CH3:29])=[CH:21][CH:20]=[N:19]2)=[CH:14][CH:13]=1)#[N:11].[C:51]1([S:57]([OH:60])(=[O:59])=[O:58])[CH:56]=[CH:55][CH:54]=[CH:53][CH:52]=1.C(OCC)C, predict the reaction product. The product is: [C:51]1([S:57]([O-:60])(=[O:59])=[O:58])[CH:56]=[CH:55][CH:54]=[CH:53][CH:52]=1.[C:10]([C:12]1[CH:13]=[CH:14][C:15]([N:18]2[C:22]([C:23]3[CH:24]=[C:25]([C:41]([NH:43][CH2:44][CH2:45][CH2:46][N+:47]([CH3:49])([CH3:48])[CH3:50])=[O:42])[C:26](=[O:40])[N:27]([C:30]4[CH:35]=[CH:34][CH:33]=[C:32]([C:36]([F:39])([F:38])[F:37])[CH:31]=4)[C:28]=3[CH3:29])=[CH:21][CH:20]=[N:19]2)=[CH:16][CH:17]=1)#[N:11]. (2) The product is: [C:12]([C:11]1[CH:14]=[CH:15][C:8]([O:7][C:6]2[CH:16]=[CH:17][C:3]([C:1]([OH:20])=[O:2])=[CH:4][CH:5]=2)=[N:9][CH:10]=1)#[N:13]. Given the reactants [CH:1]([C:3]1[CH:17]=[CH:16][C:6]([O:7][C:8]2[CH:15]=[CH:14][C:11]([C:12]#[N:13])=[CH:10][N:9]=2)=[CH:5][CH:4]=1)=[O:2].S(=O)(=O)([OH:20])N.Cl([O-])=O.[Na+], predict the reaction product. (3) Given the reactants Br[C:2]1[C:3]([O:32][CH3:33])=[CH:4][C:5]2[CH2:6][CH2:7][N:8]3[C:14]4[C:15](=[O:26])[N:16]([C:22]([CH3:25])([CH3:24])[CH3:23])[CH2:17][CH2:18][CH2:19][O:20][CH2:21][C:13]=4[C:12]([C:27]4[S:31][CH:30]=[N:29][CH:28]=4)=[C:9]3[C:10]=2[CH:11]=1.C([Sn](CCCC)(CCCC)[C:39]1[CH:44]=[N:43][CH:42]=[CH:41][N:40]=1)CCC.C(OCC)C, predict the reaction product. The product is: [C:22]([N:16]1[C:15](=[O:26])[C:14]2[N:8]3[CH2:7][CH2:6][C:5]4[CH:4]=[C:3]([O:32][CH3:33])[C:2]([C:39]5[CH:44]=[N:43][CH:42]=[CH:41][N:40]=5)=[CH:11][C:10]=4[C:9]3=[C:12]([C:27]3[S:31][CH:30]=[N:29][CH:28]=3)[C:13]=2[CH2:21][O:20][CH2:19][CH2:18][CH2:17]1)([CH3:23])([CH3:24])[CH3:25]. (4) Given the reactants Cl.[CH2:2]([C:4]1[S:5][CH:6]=[C:7]([C:9]([NH2:11])=[NH:10])[N:8]=1)[CH3:3].[O-]CC.[Na+].C(O[CH:19]=[CH:20][C:21]#[N:22])C, predict the reaction product. The product is: [CH2:2]([C:4]1[S:5][CH:6]=[C:7]([C:9]2[N:11]=[C:21]([NH2:22])[CH:20]=[CH:19][N:10]=2)[N:8]=1)[CH3:3]. (5) Given the reactants Cl[C:2]1[CH:7]=[N:6][CH:5]=[C:4]([Cl:8])[N:3]=1.[CH2:9]([CH:11]([NH2:14])[CH2:12][CH3:13])[CH3:10], predict the reaction product. The product is: [CH3:10][CH2:9][CH:11]([NH:14][C:2]1[N:3]=[C:4]([Cl:8])[CH:5]=[N:6][CH:7]=1)[CH2:12][CH3:13]. (6) Given the reactants [C:1]([O:5][CH:6]1[CH:8]([C:9]2[CH:14]=[CH:13][C:12]([CH3:15])=[CH:11][N:10]=2)[CH:7]1[CH2:16][OH:17])([CH3:4])([CH3:3])[CH3:2].[H-].[Na+].[Cl:20][C:21]1[CH:26]=[C:25](Cl)[N:24]=[C:23]([CH3:28])[N:22]=1, predict the reaction product. The product is: [C:1]([O:5][CH:6]1[CH:8]([C:9]2[CH:14]=[CH:13][C:12]([CH3:15])=[CH:11][N:10]=2)[CH:7]1[CH2:16][O:17][C:25]1[CH:26]=[C:21]([Cl:20])[N:22]=[C:23]([CH3:28])[N:24]=1)([CH3:4])([CH3:3])[CH3:2]. (7) Given the reactants [O:1]=[C:2]1[NH:6][C@H:5]([C:7]([O:9][CH2:10][CH3:11])=[O:8])[CH2:4][CH2:3]1.[C:12]([O:16][C:17](O[C:17]([O:16][C:12]([CH3:15])([CH3:14])[CH3:13])=[O:18])=[O:18])([CH3:15])([CH3:14])[CH3:13], predict the reaction product. The product is: [O:1]=[C:2]1[N:6]([C:17]([O:16][C:12]([CH3:15])([CH3:14])[CH3:13])=[O:18])[C@H:5]([C:7]([O:9][CH2:10][CH3:11])=[O:8])[CH2:4][CH2:3]1. (8) Given the reactants [CH:1]1([CH2:7][CH2:8][N:9]2[C:17]([CH2:18]O)=[N:16][C:15]3[C:10]2=[N:11][CH:12]=[N:13][C:14]=3[NH2:20])[CH2:6][CH2:5][CH2:4][CH2:3][CH2:2]1.P(Br)(Br)[Br:22], predict the reaction product. The product is: [CH:1]1([CH2:7][CH2:8][N:9]2[C:17]([CH2:18][Br:22])=[N:16][C:15]3[C:10]2=[N:11][CH:12]=[N:13][C:14]=3[NH2:20])[CH2:6][CH2:5][CH2:4][CH2:3][CH2:2]1.